The task is: Predict the reactants needed to synthesize the given product.. This data is from Full USPTO retrosynthesis dataset with 1.9M reactions from patents (1976-2016). (1) Given the product [CH2:1]1[S:5][C@H:4]([CH2:6][OH:7])[O:3][C@@H:2]1[N:8]1[C:13](=[O:14])[N:12]=[C:11]([NH2:15])[CH:10]=[CH:9]1, predict the reactants needed to synthesize it. The reactants are: [CH2:1]1[S:5][C@H:4]([CH2:6][OH:7])[O:3][C@@H:2]1[N:8]1[C:13](=[O:14])[N:12]=[C:11]([NH2:15])[CH:10]=[CH:9]1.C1C=C(C(O)=O)C(O)=CC=1.P([O-])([O-])(O)=O.[K+].[K+].NC1C=CN([C@H]2O[C@@H](C(O[C@@H]3C[C@H](C)CC[C@H]3C(C)C)=O)SC2)C(=O)N=1.[BH4-].[Na+].[OH-].[Na+]. (2) Given the product [CH3:68][C@:69]12[C@@H:78]3[CH2:79][CH2:80][C@@:81]4([O:86][C@@H:87]5[O:92][C@H:91]([CH2:93][OH:94])[C@@H:90]([OH:95])[C@H:89]([O:107][C@@H:20]6[O:25][C@H:24]([CH2:26][OH:27])[C@@H:23]([OH:28])[C@H:22]([OH:29])[C@H:21]6[OH:30])[C@H:88]5[O:108][C@@H:109]5[O:114][C@H:113]([CH2:115][OH:116])[C@@H:112]([OH:117])[C@H:111]([OH:118])[C@H:110]5[OH:119])[C:83]([CH2:85][C@@:77]3([CH2:82]4)[CH2:76][CH2:75][C@@H:74]1[C@@:73]([C:121]([O:123][C@@H:20]1[O:25][C@H:24]([CH2:26][OH:27])[C@@H:23]([OH:28])[C@H:22]([OH:29])[C@H:21]1[O:30][C@@H:31]1[O:36][C@H:35]([CH2:37][OH:38])[C@@H:34]([OH:39])[C@H:33]([OH:40])[C@H:32]1[OH:52])=[O:122])([CH3:120])[CH2:72][CH2:71][CH2:70]2)=[CH2:84], predict the reactants needed to synthesize it. The reactants are: C[C@]12[C@@H]3CC[C@@]4(O[C@@H:20]5[O:25][C@H:24]([CH2:26][OH:27])[C@@H:23]([OH:28])[C@H:22]([OH:29])[C@H:21]5[O:30][C@@H:31]5[O:36][C@H:35]([CH2:37][OH:38])[C@@H:34]([OH:39])[C@H:33]([O:40][C@@H]6O[C@H](CO)[C@@H](O)[C@H](O)[C@H]6O)[C@H:32]5[OH:52])C(C[C@@]3(C4)CC[C@@H]1[C@@](C(O[C@@H]1O[C@H](CO)[C@@H](O)[C@H](O)[C@H]1O)=O)(C)CCC2)=C.[CH3:68][C@:69]12[C@@H:78]3[CH2:79][CH2:80][C@@:81]4([O:86][C@@H:87]5[O:92][C@@H:91]([CH2:93][OH:94])[C@@H:90]([O:95][C@@H]6O[C@@H](CO)[C@@H](O)[C@H](O)[C@@H]6O)[C@H:89]([OH:107])[C@@H:88]5[O:108][C@@H:109]5[O:114][C@@H:113]([CH2:115][OH:116])[C@@H:112]([OH:117])[C@H:111]([OH:118])[C@@H:110]5[OH:119])[C:83]([CH2:85][C@@:77]3([CH2:82]4)[CH2:76][CH2:75][C@@H:74]1[C@@:73]([C:121]([O-:123])=[O:122])([CH3:120])[CH2:72][CH2:71][CH2:70]2)=[CH2:84].[Na+]. (3) Given the product [F:25][C:26]1[CH:31]=[CH:30][C:29]([F:32])=[CH:28][C:27]=1[N:33]1[C:5]([C:7]2[C:12](=[O:13])[CH:11]=[CH:10][N:9]([C:14]3[CH:19]=[CH:18][CH:17]=[C:16]([S:20]([CH3:23])(=[O:22])=[O:21])[CH:15]=3)[N:8]=2)=[CH:4][CH:3]=[N:2]1, predict the reactants needed to synthesize it. The reactants are: C[N:2](C)/[CH:3]=[CH:4]/[C:5]([C:7]1[C:12](=[O:13])[CH:11]=[CH:10][N:9]([C:14]2[CH:19]=[CH:18][CH:17]=[C:16]([S:20]([CH3:23])(=[O:22])=[O:21])[CH:15]=2)[N:8]=1)=O.[F:25][C:26]1[CH:31]=[CH:30][C:29]([F:32])=[CH:28][C:27]=1[NH:33]N. (4) Given the product [Br:2][CH2:28][C:24]1[CH:23]=[C:22]([C:17]2[CH:18]=[CH:19][C:20](=[O:21])[N:15]([CH2:14][C:10]3[CH:9]=[C:8]([CH:13]=[CH:12][CH:11]=3)[C:7]([O:6][CH3:5])=[O:31])[N:16]=2)[CH:27]=[CH:26][CH:25]=1, predict the reactants needed to synthesize it. The reactants are: P(Br)(Br)[Br:2].[CH3:5][O:6][C:7](=[O:31])[C:8]1[CH:13]=[CH:12][CH:11]=[C:10]([CH2:14][N:15]2[C:20](=[O:21])[CH:19]=[CH:18][C:17]([C:22]3[CH:27]=[CH:26][CH:25]=[C:24]([CH2:28]O)[CH:23]=3)=[N:16]2)[C:9]=1C. (5) Given the product [CH3:17][N:16]([CH3:18])[CH2:15][CH2:14][CH2:13][NH:12][C:7]1[C:8]2[C:3](=[C:2]([C:27]3[CH:28]=[C:29]4[C:34](=[CH:35][CH:36]=3)[CH:33]=[C:32]([NH:37][C:38]([C:40]3[S:41][CH:42]=[CH:43][CH:44]=3)=[O:39])[CH:31]=[CH:30]4)[CH:11]=[CH:10][CH:9]=2)[CH:4]=[CH:5][N:6]=1, predict the reactants needed to synthesize it. The reactants are: Br[C:2]1[CH:11]=[CH:10][CH:9]=[C:8]2[C:3]=1[CH:4]=[CH:5][N:6]=[C:7]2[NH:12][CH2:13][CH2:14][CH2:15][N:16]([CH3:18])[CH3:17].CC1(C)C(C)(C)OB([C:27]2[CH:28]=[C:29]3[C:34](=[CH:35][CH:36]=2)[CH:33]=[C:32]([NH:37][C:38]([C:40]2[S:41][CH:42]=[CH:43][CH:44]=2)=[O:39])[CH:31]=[CH:30]3)O1.C(=O)([O-])[O-].[K+].[K+]. (6) Given the product [NH2:21][C:13]1[CH:14]=[C:15]([CH:19]=[CH:20][C:12]=1[CH:11]=[CH:10][C:3]1[C:4]2[C:9](=[CH:8][CH:7]=[CH:6][CH:5]=2)[NH:1][N:2]=1)[C:16]([OH:18])=[O:17], predict the reactants needed to synthesize it. The reactants are: [NH:1]1[C:9]2[C:4](=[CH:5][CH:6]=[CH:7][CH:8]=2)[C:3]([CH:10]=[CH:11][C:12]2[CH:20]=[CH:19][C:15]([C:16]([OH:18])=[O:17])=[CH:14][C:13]=2[N+:21]([O-])=O)=[N:2]1.[Sn].Cl.